Dataset: Full USPTO retrosynthesis dataset with 1.9M reactions from patents (1976-2016). Task: Predict the reactants needed to synthesize the given product. (1) Given the product [Cl:1][C:2]1[CH:3]=[CH:4][C:5]([N:8]2[CH:12]=[CH:11][C:10]([C@@H:13]([NH2:15])[CH3:14])=[N:9]2)=[CH:6][CH:7]=1, predict the reactants needed to synthesize it. The reactants are: [Cl:1][C:2]1[CH:7]=[CH:6][C:5]([N:8]2[CH:12]=[CH:11][C:10]([C@@H:13]([NH:15][S@@](C(C)(C)C)=O)[CH3:14])=[N:9]2)=[CH:4][CH:3]=1.Cl. (2) Given the product [CH3:41][O:42][C:43]1[CH:52]=[CH:51][CH:50]=[C:49]2[C:44]=1[CH2:45][CH2:46][N:47]([CH2:53][C:54]1[CH:55]=[CH:56][C:57]([C@@H:60]([NH:62][C:6]([C:5]3[S:1][CH:2]=[N:3][CH:4]=3)=[O:8])[CH3:61])=[CH:58][CH:59]=1)[CH2:48]2, predict the reactants needed to synthesize it. The reactants are: [S:1]1[C:5]([C:6]([OH:8])=O)=[CH:4][N:3]=[CH:2]1.CCN(C(C)C)C(C)C.CN(C(ON1N=NC2C=CC=CC1=2)=[N+](C)C)C.[B-](F)(F)(F)F.Cl.[CH3:41][O:42][C:43]1[CH:52]=[CH:51][CH:50]=[C:49]2[C:44]=1[CH2:45][CH2:46][N:47]([CH2:53][C:54]1[CH:59]=[CH:58][C:57]([C@@H:60]([NH2:62])[CH3:61])=[CH:56][CH:55]=1)[CH2:48]2. (3) Given the product [C:37]([N:22]1[CH2:21][CH2:20][N:19]([C:16]2[N:17]=[N:18][N:14]([CH:11]3[CH2:12][CH2:13][N:8]([C:7]4[CH:6]=[CH:5][C:4]([N:25]5[CH2:29][C@H:28]([CH2:30][NH:31][C:32](=[O:34])[CH3:33])[O:27][C:26]5=[O:35])=[CH:3][C:2]=4[F:1])[CH2:9][CH2:10]3)[N:15]=2)[CH2:24][CH2:23]1)#[N:36], predict the reactants needed to synthesize it. The reactants are: [F:1][C:2]1[CH:3]=[C:4]([N:25]2[CH2:29][C@H:28]([CH2:30][NH:31][C:32](=[O:34])[CH3:33])[O:27][C:26]2=[O:35])[CH:5]=[CH:6][C:7]=1[N:8]1[CH2:13][CH2:12][CH:11]([N:14]2[N:18]=[N:17][C:16]([N:19]3[CH2:24][CH2:23][NH:22][CH2:21][CH2:20]3)=[N:15]2)[CH2:10][CH2:9]1.[N:36]#[C:37]Br.C(=O)([O-])O.[Na+]. (4) Given the product [CH2:1]([SiH:7]([Cl:9])[Cl:8])[CH2:2][CH2:3][CH2:4][CH:5]=[CH2:6], predict the reactants needed to synthesize it. The reactants are: [CH2:1]([Si:7](Cl)([Cl:9])[Cl:8])[CH2:2][CH2:3][CH2:4][CH:5]=[CH2:6].C[SiH](Cl)Cl. (5) Given the product [F:27][C:24]([F:25])([F:26])[C:22]1[CH:23]=[C:18]([C:15]([CH3:16])([CH3:17])[C:14]([N:13]([C:10]2[CH:11]=[N:12][C:7]([N:4]3[CH2:5][CH2:6][C@H:2]([NH:1][S:52]([CH3:51])(=[O:54])=[O:53])[CH2:3]3)=[CH:8][C:9]=2[C:34]2[CH:39]=[CH:38][C:37]([F:40])=[CH:36][C:35]=2[CH3:41])[CH3:33])=[O:32])[CH:19]=[C:20]([C:28]([F:29])([F:30])[F:31])[CH:21]=1, predict the reactants needed to synthesize it. The reactants are: [NH2:1][C@H:2]1[CH2:6][CH2:5][N:4]([C:7]2[N:12]=[CH:11][C:10]([N:13]([CH3:33])[C:14](=[O:32])[C:15]([C:18]3[CH:23]=[C:22]([C:24]([F:27])([F:26])[F:25])[CH:21]=[C:20]([C:28]([F:31])([F:30])[F:29])[CH:19]=3)([CH3:17])[CH3:16])=[C:9]([C:34]3[CH:39]=[CH:38][C:37]([F:40])=[CH:36][C:35]=3[CH3:41])[CH:8]=2)[CH2:3]1.C(N(CC)C(C)C)(C)C.[CH3:51][S:52](Cl)(=[O:54])=[O:53]. (6) Given the product [OH:24][C:16]1[CH:17]=[C:18]([CH3:21])[CH:19]=[CH:20][C:15]=1[N:14]=[CH:12][C:3]1[C:4]2[C:9](=[CH:8][CH:7]=[CH:6][CH:5]=2)[CH:10]=[CH:11][CH:2]=1, predict the reactants needed to synthesize it. The reactants are: O[C:2]1[CH:11]=[CH:10][C:9]2[C:4](=[CH:5][CH:6]=[CH:7][CH:8]=2)[C:3]=1[CH:12]=O.[NH2:14][C:15]1[CH:20]=[CH:19][C:18]([CH3:21])=[CH:17][CH:16]=1.C([OH:24])C.